This data is from Full USPTO retrosynthesis dataset with 1.9M reactions from patents (1976-2016). The task is: Predict the reactants needed to synthesize the given product. (1) Given the product [NH2:7][C:8]1[CH2:13][NH:12][CH2:11][C:10]([C:17]2[CH:22]=[C:21]([NH:23][C:24]([C:26]3[C:31]([CH3:32])=[CH:30][C:29]([Br:33])=[CH:28][N:27]=3)=[O:25])[CH:20]=[CH:19][C:18]=2[F:34])([CH:14]([F:15])[F:16])[N:9]=1, predict the reactants needed to synthesize it. The reactants are: C(OC(=O)[NH:7][C:8]1[CH2:13][NH:12][CH2:11][C:10]([C:17]2[CH:22]=[C:21]([NH:23][C:24]([C:26]3[C:31]([CH3:32])=[CH:30][C:29]([Br:33])=[CH:28][N:27]=3)=[O:25])[CH:20]=[CH:19][C:18]=2[F:34])([CH:14]([F:16])[F:15])[N:9]=1)(C)(C)C.C(Cl)Cl.N. (2) Given the product [NH2:12][C:4]1([C:8]#[N:9])[CH2:5][CH2:6][S:1][CH2:2][CH2:3]1, predict the reactants needed to synthesize it. The reactants are: [S:1]1[CH2:6][CH2:5][C:4](=O)[CH2:3][CH2:2]1.[C-:8]#[N:9].[K+].[Cl-].[NH4+:12].[OH-].[Na+]. (3) Given the product [F:1][C:2]1[CH:3]=[N:4][C:5]2[CH:6]=[C:7]([F:16])[C:8](=[O:15])[N:9]3[CH2:25][C:23]([OH:27])([CH2:26][OH:28])[C:24]=1[C:10]=23, predict the reactants needed to synthesize it. The reactants are: [F:1][C:2]1[CH:3]=[N:4][C:5]2[CH:6]=[C:7]([F:16])[C:8](=[O:15])[N:9]3CC(=C)C=1[C:10]=23.S([O-])([O-])=O.[Na+].[Na+].[C:23]([OH:27])([CH3:26])([CH3:25])[CH3:24].[OH2:28]. (4) Given the product [Cl:1][C:2]1[CH:7]=[CH:6][C:5]([CH:8]([NH:27][C:28]2[CH:29]=[C:30]([CH3:36])[C:31](=[O:35])[N:32]([CH3:34])[CH:33]=2)[C:9]2[C:10]([C:21]([O:23][CH2:24][CH3:25])=[O:22])=[N:11][N:12]([CH:18]3[CH2:20][CH2:19]3)[C:13]=2[C:14]([F:17])([F:16])[F:15])=[CH:4][CH:3]=1, predict the reactants needed to synthesize it. The reactants are: [Cl:1][C:2]1[CH:7]=[CH:6][C:5]([CH:8](O)[C:9]2[C:10]([C:21]([O:23][CH2:24][CH3:25])=[O:22])=[N:11][N:12]([CH:18]3[CH2:20][CH2:19]3)[C:13]=2[C:14]([F:17])([F:16])[F:15])=[CH:4][CH:3]=1.[NH2:27][C:28]1[CH:29]=[C:30]([CH3:36])[C:31](=[O:35])[N:32]([CH3:34])[CH:33]=1. (5) Given the product [C:1]([O:5][C:6]([N:8]1[CH2:13][CH2:12][N:11]([CH2:60][C:45]2[C:46](=[O:59])[N:47]([CH2:49][CH2:50][CH2:51][C:52]3[CH:53]=[CH:54][C:55]([F:58])=[CH:56][CH:57]=3)[N:48]=[C:43]([C:37]3[CH:38]=[CH:39][C:40]([O:41][CH3:42])=[C:35]([F:34])[CH:36]=3)[CH:44]=2)[CH2:10][CH2:9]1)=[O:7])([CH3:4])([CH3:2])[CH3:3], predict the reactants needed to synthesize it. The reactants are: [C:1]([O:5][C:6]([N:8]1[CH2:13][CH2:12][N:11](C2C(=O)N(CC(C)C)N=C(C3C=CC(C)=C(F)C=3)C=2C)[CH2:10][CH2:9]1)=[O:7])([CH3:4])([CH3:3])[CH3:2].[F:34][C:35]1[CH:36]=[C:37]([C:43]2[CH:44]=[C:45]([CH2:60]OS(C)(=O)=O)[C:46](=[O:59])[N:47]([CH2:49][CH2:50][CH2:51][C:52]3[CH:57]=[CH:56][C:55]([F:58])=[CH:54][CH:53]=3)[N:48]=2)[CH:38]=[CH:39][C:40]=1[O:41][CH3:42].N1(C(OC(C)(C)C)=O)CCNCC1. (6) Given the product [CH3:1][CH:2]1[CH:6]2[CH:5]([CH2:9][N:8]([C:10]([O:12][C:13]([CH3:16])([CH3:15])[CH3:14])=[O:11])[CH2:7]2)[CH2:4][C:3]1=[O:17], predict the reactants needed to synthesize it. The reactants are: [CH3:1][C:2]1[C:3](=[O:17])[CH2:4][CH:5]2[CH2:9][N:8]([C:10]([O:12][C:13]([CH3:16])([CH3:15])[CH3:14])=[O:11])[CH2:7][C:6]=12.[H][H]. (7) Given the product [O:26]=[S:2]1(=[O:1])[C:8]2[CH:9]=[CH:10][C:11]([O:13][CH2:28][C:29]([O:31][CH2:32][CH3:33])=[O:30])=[CH:12][C:7]=2[N:6]([C:14]2[CH:19]=[CH:18][CH:17]=[CH:16][CH:15]=2)[CH2:5][C:4]([CH2:22][CH2:23][CH2:24][CH3:25])([CH2:20][CH3:21])[CH2:3]1, predict the reactants needed to synthesize it. The reactants are: [O:1]=[S:2]1(=[O:26])[C:8]2[CH:9]=[CH:10][C:11]([OH:13])=[CH:12][C:7]=2[N:6]([C:14]2[CH:19]=[CH:18][CH:17]=[CH:16][CH:15]=2)[CH2:5][C:4]([CH2:22][CH2:23][CH2:24][CH3:25])([CH2:20][CH3:21])[CH2:3]1.Br[CH2:28][C:29]([O:31][CH2:32][CH3:33])=[O:30].C(=O)([O-])[O-].[Na+].[Na+].